Dataset: Full USPTO retrosynthesis dataset with 1.9M reactions from patents (1976-2016). Task: Predict the reactants needed to synthesize the given product. (1) Given the product [CH2:22]([O:24][C:25]1[CH:30]=[C:29]([C:2]2[CH:7]=[CH:6][CH:5]=[C:4]([S:8]([NH:11][C:12]3[CH:20]=[CH:19][C:15]([C:16]([OH:18])=[O:17])=[C:14]([OH:21])[CH:13]=3)(=[O:10])=[O:9])[CH:3]=2)[CH:28]=[CH:27][CH:26]=1)[CH3:23], predict the reactants needed to synthesize it. The reactants are: Br[C:2]1[CH:3]=[C:4]([S:8]([NH:11][C:12]2[CH:20]=[CH:19][C:15]([C:16]([OH:18])=[O:17])=[C:14]([OH:21])[CH:13]=2)(=[O:10])=[O:9])[CH:5]=[CH:6][CH:7]=1.[CH2:22]([O:24][C:25]1[CH:26]=[C:27](B(O)O)[CH:28]=[CH:29][CH:30]=1)[CH3:23].C([O-])([O-])=O.[K+].[K+].C(Cl)Cl. (2) Given the product [OH:8][C@@H:9]1[C@H:15]2[CH2:16][N:11]([C:12]3[CH:29]=[CH:28][C:27]([C:30]4[CH:35]=[CH:34][CH:33]=[C:32]([C:36]([F:39])([F:38])[F:37])[CH:31]=4)=[N:26][C:13]=3[N:14]2[C:17]([NH:19][C:20]2[CH:25]=[CH:24][CH:23]=[CH:22][N:21]=2)=[O:18])[CH2:10]1, predict the reactants needed to synthesize it. The reactants are: FC(F)(F)C(O)=O.[O:8]=[C:9]1[C@H:15]2[CH2:16][N:11]([C:12]3[CH:29]=[CH:28][C:27]([C:30]4[CH:35]=[CH:34][CH:33]=[C:32]([C:36]([F:39])([F:38])[F:37])[CH:31]=4)=[N:26][C:13]=3[N:14]2[C:17]([NH:19][C:20]2[CH:25]=[CH:24][CH:23]=[CH:22][N:21]=2)=[O:18])[CH2:10]1.[Li+].[B-](CC)(CC)CC. (3) Given the product [N:39]1([CH2:38][CH2:37][O:13][C:11](=[O:12])[C@@:10]([CH2:15][OH:16])([CH3:14])[CH2:9][C@H:8]([NH:17][C:18]([C:46]2[NH:48][N:49]=[N:50][CH:45]=2)=[O:19])[CH2:7][C:4]2[CH:3]=[CH:2][C:1]([C:25]3[CH:30]=[CH:29][CH:28]=[CH:27][CH:26]=3)=[CH:6][CH:5]=2)[CH2:40][CH2:56][O:55][CH2:54][CH2:41]1, predict the reactants needed to synthesize it. The reactants are: [C:1]1([C:25]2[CH:30]=[CH:29][CH:28]=[CH:27][CH:26]=2)[CH:6]=[CH:5][C:4]([CH2:7][C@@H:8]([NH:17][C:18](OC(C)(C)C)=[O:19])[CH2:9][C@:10]([CH2:15][OH:16])([CH3:14])[C:11]([OH:13])=[O:12])=[CH:3][CH:2]=1.CCN=C=NC[CH2:37][CH2:38][N:39]([CH3:41])[CH3:40].C1C=C[C:45]2[N:50](O)[N:49]=[N:48][C:46]=2C=1.N1(CCO)C[CH2:56][O:55][CH2:54]C1.N1C=C(C(O)=O)N=N1.CN(C(ON1N=NC2C=CC=NC1=2)=[N+](C)C)C.F[P-](F)(F)(F)(F)F.CCN(C(C)C)C(C)C. (4) Given the product [F:1][C:2]1[CH:3]=[C:4]2[C:9](=[CH:10][C:11]=1[OH:12])[C:8](=[O:14])[NH:7][CH2:6][CH2:5]2, predict the reactants needed to synthesize it. The reactants are: [F:1][C:2]1[CH:3]=[C:4]2[C:9](=[CH:10][C:11]=1[O:12]C)[C:8](=[O:14])[NH:7][CH2:6][CH2:5]2.B(Br)(Br)Br.O.CCOC(C)=O. (5) Given the product [Cl:17][C:15]1[CH:14]=[CH:13][C:11]2[S:12][C:8]([C:6]3[CH:5]=[CH:4][N:3]=[C:2]([NH2:19])[N:7]=3)=[C:9]([CH3:18])[C:10]=2[CH:16]=1, predict the reactants needed to synthesize it. The reactants are: Cl[C:2]1[N:7]=[C:6]([C:8]2[S:12][C:11]3[CH:13]=[CH:14][C:15]([Cl:17])=[CH:16][C:10]=3[C:9]=2[CH3:18])[CH:5]=[CH:4][N:3]=1.[NH4+:19].[OH-]. (6) Given the product [Cl:25][C:12]1[CH:13]=[CH:14][CH:15]=[C:16]2[C:11]=1[N:10]=[N:9][C:8]([C:1]1[CH:4]=[CH:5][CH:6]=[CH:7][CH:2]=1)=[C:17]2[C:18]1[CH:19]=[C:20]([NH:24][CH2:32][C:31]2[S:30][C:29]3[CH:34]=[CH:35][CH:36]=[CH:37][C:28]=3[C:27]=2[CH3:26])[CH:21]=[CH:22][CH:23]=1, predict the reactants needed to synthesize it. The reactants are: [CH2:1]([C:8]1[N:9]=[N:10][C:11]2[C:16]([C:17]=1[C:18]1[CH:19]=[C:20]([NH2:24])[CH:21]=[CH:22][CH:23]=1)=[CH:15][CH:14]=[CH:13][C:12]=2[Cl:25])[C:2]1[CH:7]=[CH:6][CH:5]=[CH:4]C=1.[CH3:26][C:27]1[C:28]2[CH:37]=[CH:36][CH:35]=[CH:34][C:29]=2[S:30][C:31]=1[CH:32]=O. (7) Given the product [C:50]([O:49][C:47](=[O:48])[N:45]([C@H:43]([C:42](=[O:54])[NH:41][C@@H:34]([CH:35]1[CH2:36][CH2:37][CH2:38][CH2:39][CH2:40]1)[C:33]([N:20]1[CH2:19][C@@H:18]([NH2:17])[CH2:22][C@H:21]1[C:23](=[O:32])[NH:24][CH2:25][C:26]1[CH:31]=[CH:30][CH:29]=[CH:28][CH:27]=1)=[O:55])[CH3:44])[CH3:46])([CH3:51])([CH3:52])[CH3:53], predict the reactants needed to synthesize it. The reactants are: C1C2C(COC(=O)[NH:17][C@H:18]3[CH2:22][C@@H:21]([C:23](=[O:32])[NH:24][CH2:25][C:26]4[CH:31]=[CH:30][CH:29]=[CH:28][CH:27]=4)[N:20]([C:33](=[O:55])[C@@H:34]([NH:41][C:42](=[O:54])[C@@H:43]([N:45]([C:47]([O:49][C:50]([CH3:53])([CH3:52])[CH3:51])=[O:48])[CH3:46])[CH3:44])[CH:35]4[CH2:40][CH2:39][CH2:38][CH2:37][CH2:36]4)[CH2:19]3)C3C(=CC=CC=3)C=2C=CC=1.N1CCCCC1.